Dataset: Full USPTO retrosynthesis dataset with 1.9M reactions from patents (1976-2016). Task: Predict the reactants needed to synthesize the given product. (1) Given the product [Br:1][C:2]1[CH:3]=[C:4]2[C:8](=[CH:9][CH:10]=1)[NH:7][C:6](=[O:11])/[C:5]/2=[N:18]\[C:17]1[CH:19]=[CH:20][CH:21]=[C:15]([C:14]([F:13])([F:22])[F:23])[CH:16]=1, predict the reactants needed to synthesize it. The reactants are: [Br:1][C:2]1[CH:3]=[C:4]2[C:8](=[CH:9][CH:10]=1)[NH:7][C:6](=[O:11])[C:5]2=O.[F:13][C:14]([F:23])([F:22])[C:15]1[CH:16]=[C:17]([CH:19]=[CH:20][CH:21]=1)[NH2:18].C(O)(=O)C. (2) Given the product [Br:31][C:5]1[CH:6]=[CH:7][C:2]([F:1])=[C:3]([N+:9]([O-:11])=[O:10])[C:4]=1[CH3:8], predict the reactants needed to synthesize it. The reactants are: [F:1][C:2]1[CH:7]=[CH:6][CH:5]=[C:4]([CH3:8])[C:3]=1[N+:9]([O-:11])=[O:10].C(O)(C(F)(F)F)=O.OS(O)(=O)=O.C1C(=O)N([Br:31])C(=O)C1.C([O-])(O)=O.[Na+]. (3) Given the product [CH2:33]([NH:40][C:15]1=[N:16][C:17](=[O:19])[S:18]/[C:14]/1=[CH:13]\[C:10]1[CH:11]=[CH:12][C:7]([O:6][CH2:5][C:4]2[CH:23]=[CH:24][C:25]([C:27]([F:30])([F:28])[F:29])=[CH:26][C:3]=2[C:2]([F:31])([F:32])[F:1])=[C:8]([O:21][CH3:22])[CH:9]=1)[C:34]1[CH:39]=[CH:38][CH:37]=[CH:36][CH:35]=1, predict the reactants needed to synthesize it. The reactants are: [F:1][C:2]([F:32])([F:31])[C:3]1[CH:26]=[C:25]([C:27]([F:30])([F:29])[F:28])[CH:24]=[CH:23][C:4]=1[CH2:5][O:6][C:7]1[CH:12]=[CH:11][C:10](/[CH:13]=[C:14]2/[C:15](=S)[NH:16][C:17](=[O:19])[S:18]/2)=[CH:9][C:8]=1[O:21][CH3:22].[CH2:33]([NH2:40])[C:34]1[CH:39]=[CH:38][CH:37]=[CH:36][CH:35]=1. (4) The reactants are: CC(C)([O-])C.[K+].[C:7]1([S:13]([CH2:16][CH2:17][SH:18])(=[O:15])=[O:14])[CH:12]=[CH:11][CH:10]=[CH:9][CH:8]=1.Cl[C:20]1[N:34]=[C:33]([CH3:35])[CH:32]=[CH:31][C:21]=1[C:22]([NH:24][CH2:25][C:26]1[S:27][CH:28]=[CH:29][CH:30]=1)=[O:23].CCCCCC.CC(=O)OCC. Given the product [C:7]1([S:13]([CH2:16][CH2:17][S:18][C:20]2[N:34]=[C:33]([CH3:35])[CH:32]=[CH:31][C:21]=2[C:22]([NH:24][CH2:25][C:26]2[S:27][CH:28]=[CH:29][CH:30]=2)=[O:23])(=[O:15])=[O:14])[CH:8]=[CH:9][CH:10]=[CH:11][CH:12]=1, predict the reactants needed to synthesize it. (5) Given the product [C:1]([C:3]1[CH:30]=[CH:29][CH:28]=[CH:27][C:4]=1[O:5][C:6]1[CH:11]=[C:10]([NH2:12])[C:9]([NH2:13])=[CH:8][C:7]=1[O:16][C:17]1[CH:18]=[N:19][C:20]([S:23]([CH3:26])(=[O:24])=[O:25])=[CH:21][CH:22]=1)#[N:2], predict the reactants needed to synthesize it. The reactants are: [C:1]([C:3]1[CH:30]=[CH:29][CH:28]=[CH:27][C:4]=1[O:5][C:6]1[C:7]([O:16][C:17]2[CH:18]=[N:19][C:20]([S:23]([CH3:26])(=[O:25])=[O:24])=[CH:21][CH:22]=2)=[CH:8][C:9]([N+:13]([O-])=O)=[C:10]([NH2:12])[CH:11]=1)#[N:2].[H][H]. (6) Given the product [C:10]([N:63]1[CH2:62][CH2:61][N:60]([C:42](=[O:41])[CH2:43][NH:44][C:45](=[O:59])[C:46]2[CH:47]=[CH:48][C:49]([O:52][C:53]3[CH:58]=[CH:57][CH:56]=[CH:55][CH:54]=3)=[CH:50][CH:51]=2)[CH2:65][CH2:64]1)(=[O:17])[C:11]1[CH:16]=[CH:15][CH:14]=[CH:13][CH:12]=1, predict the reactants needed to synthesize it. The reactants are: CCN(C(C)C)C(C)C.[C:10](O)(=[O:17])[C:11]1[CH:16]=[CH:15][CH:14]=[CH:13][CH:12]=1.CCN=C=NCCCN(C)C.C1C=CC2N(O)N=NC=2C=1.Cl.[O:41]=[C:42]([N:60]1[CH2:65][CH2:64][NH:63][CH2:62][CH2:61]1)[CH2:43][NH:44][C:45](=[O:59])[C:46]1[CH:51]=[CH:50][C:49]([O:52][C:53]2[CH:58]=[CH:57][CH:56]=[CH:55][CH:54]=2)=[CH:48][CH:47]=1. (7) Given the product [CH2:35]([O:42][C:17](=[O:25])[NH:12][C:6]1[CH:5]=[N:4][CH:3]=[C:2]([Br:1])[CH:10]=1)[C:36]1[CH:41]=[CH:40][CH:39]=[CH:38][CH:37]=1, predict the reactants needed to synthesize it. The reactants are: [Br:1][C:2]1[CH:3]=[N:4][CH:5]=[C:6]([CH:10]=1)C(O)=O.C[N:12]1[CH2:17]COCC1.C1(P(N=[N+]=[N-])(C2C=CC=CC=2)=[O:25])C=CC=CC=1.[CH2:35]([OH:42])[C:36]1[CH:41]=[CH:40][CH:39]=[CH:38][CH:37]=1. (8) Given the product [N:8]1([C:6](=[O:7])[CH2:19][CH2:18][CH:14]2[CH2:15][CH2:16][CH2:17][O:13]2)[CH:12]=[CH:11][N:10]=[CH:9]1, predict the reactants needed to synthesize it. The reactants are: N1([C:6]([N:8]2[CH:12]=[CH:11][N:10]=[CH:9]2)=[O:7])C=CN=C1.[O:13]1[CH2:17][CH2:16][CH2:15][CH:14]1[CH2:18][CH2:19]C(O)=O. (9) Given the product [NH2:1][C:2]1[N:12]=[CH:11][C:10]([NH2:13])=[CH:9][C:3]=1[C:4]([O:6][CH2:7][CH3:8])=[O:5], predict the reactants needed to synthesize it. The reactants are: [NH2:1][C:2]1[N:12]=[CH:11][C:10]([N+:13]([O-])=O)=[CH:9][C:3]=1[C:4]([O:6][CH2:7][CH3:8])=[O:5].